Dataset: Full USPTO retrosynthesis dataset with 1.9M reactions from patents (1976-2016). Task: Predict the reactants needed to synthesize the given product. The reactants are: [CH:1]1([CH2:4][O:5][C:6]2[CH:30]=[CH:29][C:9]3[C:10]([CH2:13][CH2:14][CH:15]4[CH2:20][CH2:19][N:18]([CH2:21][C:22]5[S:26][C:25]([C:27]#[N:28])=[CH:24][CH:23]=5)[CH2:17][CH2:16]4)=[N:11][O:12][C:8]=3[C:7]=2[CH2:31]O)[CH2:3][CH2:2]1.CS(Cl)(=O)=O.[CH3:38][NH2:39].[Cl-].[Na+]. Given the product [CH:1]1([CH2:4][O:5][C:6]2[CH:30]=[CH:29][C:9]3[C:10]([CH2:13][CH2:14][CH:15]4[CH2:20][CH2:19][N:18]([CH2:21][C:22]5[S:26][C:25]([C:27]#[N:28])=[CH:24][CH:23]=5)[CH2:17][CH2:16]4)=[N:11][O:12][C:8]=3[C:7]=2[CH2:31][NH:39][CH3:38])[CH2:3][CH2:2]1, predict the reactants needed to synthesize it.